Dataset: Reaction yield outcomes from USPTO patents with 853,638 reactions. Task: Predict the reaction yield, written as a fraction of the theoretical maximum amount of product (1.0 means a 100% yield; for example, 0.34 means a 34% yield). (1) The reactants are C([BH3-])#N.[Na+].[I-].[Br:6][C:7]1[CH:16]=[CH:15][C:14]([N+:17]([O-:19])=[O:18])=[C:13]2[C:8]=1[CH:9]=[CH:10][N+:11]([CH3:20])=[CH:12]2. The catalyst is CO.O.O.O.O.O.O.[N+]([O-])([O-])=O.[Ni+2].[N+]([O-])([O-])=O. The product is [Br:6][C:7]1[CH:16]=[CH:15][C:14]([N+:17]([O-:19])=[O:18])=[C:13]2[C:8]=1[CH2:9][CH2:10][N:11]([CH3:20])[CH2:12]2. The yield is 0.830. (2) The reactants are Br[C:2]1[CH:6]=[CH:5][S:4][CH:3]=1.[Li]CCCC.[Br:12][CH2:13][CH2:14][CH2:15][CH2:16]Br. The catalyst is C1COCC1. The product is [Br:12][CH2:13][CH2:14][CH2:15][CH2:16][C:2]1[CH:6]=[CH:5][S:4][CH:3]=1. The yield is 0.510. (3) The reactants are [Br:1][C:2]1[CH:3]=[C:4]2[C:11]3([C:15](=[O:16])[NH:14][C:13](=[S:17])[NH:12]3)[CH2:10][CH:9]([C:18]3[CH:23]=[CH:22][CH:21]=[CH:20][CH:19]=3)[O:8][C:5]2=[CH:6][CH:7]=1.[OH-].[Na+].CI. The catalyst is CO. The product is [CH2:9]([N:14]1[C:15](=[O:16])[C:11]2([C:4]3[C:5](=[CH:6][CH:7]=[C:2]([Br:1])[CH:3]=3)[O:8][CH:9]([C:18]3[CH:19]=[CH:20][CH:21]=[CH:22][CH:23]=3)[CH2:10]2)[N:12]=[C:13]1[S:17][CH2:11][C:4]1[CH:5]=[CH:6][CH:7]=[CH:2][CH:3]=1)[C:18]1[CH:23]=[CH:22][CH:21]=[CH:20][CH:19]=1. The yield is 0.390. (4) The reactants are [CH3:1][CH:2]1[CH2:7][CH2:6][N:5]([C:8]([C:10]2[CH:18]=[CH:17][C:16]3[N:15]([CH2:19][CH:20]4[CH2:25][CH2:24][O:23][CH2:22][CH2:21]4)[C:14]4[CH2:26][CH2:27][N:28](C(OC(C)(C)C)=O)[CH2:29][C:13]=4[C:12]=3[CH:11]=2)=[O:9])[CH2:4][CH2:3]1.C(O)(C(F)(F)F)=O. The catalyst is ClCCl. The product is [CH3:1][CH:2]1[CH2:7][CH2:6][N:5]([C:8]([C:10]2[CH:18]=[CH:17][C:16]3[N:15]([CH2:19][CH:20]4[CH2:21][CH2:22][O:23][CH2:24][CH2:25]4)[C:14]4[CH2:26][CH2:27][NH:28][CH2:29][C:13]=4[C:12]=3[CH:11]=2)=[O:9])[CH2:4][CH2:3]1. The yield is 0.960. (5) The reactants are Br[C:2]1[CH:16]=[CH:15][C:5]([CH2:6][N:7]2[C@H:12]([CH3:13])[CH2:11][CH2:10][CH2:9][C@@H:8]2[CH3:14])=[CH:4][CH:3]=1.[B:17]1([B:17]2[O:21][C:20]([CH3:23])([CH3:22])[C:19]([CH3:25])([CH3:24])[O:18]2)[O:21][C:20]([CH3:23])([CH3:22])[C:19]([CH3:25])([CH3:24])[O:18]1.C([O-])(=O)C.[K+]. The catalyst is O1CCOCC1.CS(C)=O.C(OCC)(=O)C. The yield is 0.780. The product is [CH3:14][C@H:8]1[CH2:9][CH2:10][CH2:11][C@@H:12]([CH3:13])[N:7]1[CH2:6][C:5]1[CH:15]=[CH:16][C:2]([B:17]2[O:21][C:20]([CH3:23])([CH3:22])[C:19]([CH3:25])([CH3:24])[O:18]2)=[CH:3][CH:4]=1. (6) The reactants are [Na].[CH2:2]([C:9]#[N:10])[C:3]1[CH:8]=[CH:7][CH:6]=[CH:5][CH:4]=1.[CH:11](=O)[CH2:12][CH2:13][CH2:14][CH2:15][CH3:16]. The catalyst is CO. The product is [C:3]1([C:2](=[CH:11][CH2:12][CH2:13][CH2:14][CH2:15][CH3:16])[C:9]#[N:10])[CH:8]=[CH:7][CH:6]=[CH:5][CH:4]=1. The yield is 0.440. (7) The reactants are [NH2:1][CH:2]1[CH2:11][C:10]2[C:9]([C:12]([O:14][CH3:15])=[O:13])=[CH:8][CH:7]=[C:6]([F:16])[C:5]=2[O:4][CH2:3]1.[F:17][C:18]1[CH:19]=[C:20]2[C:24](=[CH:25][CH:26]=1)[NH:23][CH:22]=[C:21]2[CH2:27][CH2:28][CH2:29][CH:30]=O.C(O)(=O)C.C([BH3-])#N.[Na+]. The catalyst is CO.CCOC(C)=O.CO. The product is [F:16][C:6]1[C:5]2[O:4][CH2:3][CH:2]([NH:1][CH2:30][CH2:29][CH2:28][CH2:27][C:21]3[C:20]4[C:24](=[CH:25][CH:26]=[C:18]([F:17])[CH:19]=4)[NH:23][CH:22]=3)[CH2:11][C:10]=2[C:9]([C:12]([O:14][CH3:15])=[O:13])=[CH:8][CH:7]=1. The yield is 0.560.